The task is: Predict the reaction yield, written as a fraction of the theoretical maximum amount of product (1.0 means a 100% yield; for example, 0.34 means a 34% yield).. This data is from Reaction yield outcomes from USPTO patents with 853,638 reactions. (1) The reactants are [Cl:1][C:2]1[CH:7]=[C:6]([CH3:8])[NH:5][C:4](=[O:9])[C:3]=1[C:10]#[N:11].F[B-](F)(F)F.[CH3:17][O+](C)C. The catalyst is C(Cl)Cl. The product is [Cl:1][C:2]1[C:3]([C:10]#[N:11])=[C:4]([O:9][CH3:17])[N:5]=[C:6]([CH3:8])[CH:7]=1. The yield is 0.620. (2) The reactants are [C:1]([OH:5])(=O)[CH2:2][OH:3].CN(C(ON1N=NC2C=CC=NC1=2)=[N+](C)C)C.F[P-](F)(F)(F)(F)F.CCN(C(C)C)C(C)C.[NH2:39][CH2:40][CH2:41][NH:42][C:43]1[N:48]=[C:47]([C:49]2[S:53][C:52]([C:54]([CH3:57])([CH3:56])[CH3:55])=[N:51][C:50]=2[C:58]2[C:59]([F:76])=[C:60]([NH:64][S:65]([C:68]3[CH:73]=[C:72]([F:74])[CH:71]=[CH:70][C:69]=3[F:75])(=[O:67])=[O:66])[CH:61]=[CH:62][CH:63]=2)[CH:46]=[CH:45][N:44]=1. The catalyst is CN(C=O)C.CCOC(C)=O. The product is [F:75][C:69]1[CH:70]=[CH:71][C:72]([F:74])=[CH:73][C:68]=1[S:65]([NH:64][C:60]1[C:59]([F:76])=[C:58]([C:50]2[N:51]=[C:52]([C:54]([CH3:56])([CH3:55])[CH3:57])[S:53][C:49]=2[C:47]2[CH:46]=[CH:45][N:44]=[C:43]([NH:42][CH2:41][CH2:40][NH:39][C:1](=[O:5])[CH2:2][OH:3])[N:48]=2)[CH:63]=[CH:62][CH:61]=1)(=[O:67])=[O:66]. The yield is 0.440. (3) The reactants are C[O:2][C:3](=[O:37])[C:4]1[CH:9]=[C:8]([C:10]([F:13])([F:12])[F:11])[CH:7]=[C:6]([N:14]2[C:18]([CH3:19])=[CH:17][CH:16]=[C:15]2[C:20]2[CH:25]=[C:24]([Cl:26])[CH:23]=[CH:22][C:21]=2[O:27][CH2:28][C:29]2[CH:34]=[CH:33][CH:32]=[C:31]([F:35])[C:30]=2[F:36])[CH:5]=1. The catalyst is CCO.[OH-].[Na+].C(Cl)Cl. The product is [Cl:26][C:24]1[CH:23]=[CH:22][C:21]([O:27][CH2:28][C:29]2[CH:34]=[CH:33][CH:32]=[C:31]([F:35])[C:30]=2[F:36])=[C:20]([C:15]2[N:14]([C:6]3[CH:5]=[C:4]([CH:9]=[C:8]([C:10]([F:12])([F:11])[F:13])[CH:7]=3)[C:3]([OH:37])=[O:2])[C:18]([CH3:19])=[CH:17][CH:16]=2)[CH:25]=1. The yield is 0.700. (4) The reactants are [Cl:1][C:2]1[CH:3]=[C:4]([Cl:29])[C:5]2[C:6]3[CH2:21][CH2:20][N:19]([C:22]([O:24][C:25]([CH3:28])([CH3:27])[CH3:26])=[O:23])[CH2:18][CH2:17][C:7]=3[N:8]([CH2:11][C:12](OCC)=[O:13])[C:9]=2[CH:10]=1.[Li+].[BH4-].[OH-].[Na+].CCOC(C)=O. The catalyst is C1COCC1.O. The product is [Cl:1][C:2]1[CH:3]=[C:4]([Cl:29])[C:5]2[C:6]3[CH2:21][CH2:20][N:19]([C:22]([O:24][C:25]([CH3:27])([CH3:26])[CH3:28])=[O:23])[CH2:18][CH2:17][C:7]=3[N:8]([CH2:11][CH2:12][OH:13])[C:9]=2[CH:10]=1. The yield is 0.580. (5) The reactants are [CH2:1]([C:3]1[N:11]=[C:10]([C:12]([F:15])([F:14])[F:13])[N:9]=[C:8]2[C:4]=1[N:5]=[CH:6][N:7]2[C:16]1[CH:21]=[CH:20][CH:19]=[C:18]([C:22]([OH:24])=O)[CH:17]=1)[CH3:2].[CH3:25][S:26]([NH2:29])(=[O:28])=[O:27]. The catalyst is CN(C)C1C=CN=CC=1.CN(C)C=O. The product is [CH2:1]([C:3]1[N:11]=[C:10]([C:12]([F:14])([F:15])[F:13])[N:9]=[C:8]2[C:4]=1[N:5]=[CH:6][N:7]2[C:16]1[CH:21]=[CH:20][CH:19]=[C:18]([C:22]([NH:29][S:26]([CH3:25])(=[O:28])=[O:27])=[O:24])[CH:17]=1)[CH3:2]. The yield is 0.560. (6) The product is [CH:1]1([N:4]2[CH2:10][CH2:9][CH2:8][N:7]([C:11]3[CH:12]=[CH:13][C:14]([C:15]([NH:39][C:36]4[NH:37][N:38]=[C:34]([CH2:33][CH2:32][C:26]5[CH:27]=[C:28]([O:30][CH3:31])[CH:29]=[C:24]([O:23][CH3:22])[CH:25]=5)[CH:35]=4)=[O:17])=[CH:20][CH:21]=3)[CH2:6][CH2:5]2)[CH2:2][CH2:3]1. The yield is 0.337. The reactants are [CH:1]1([N:4]2[CH2:10][CH2:9][CH2:8][N:7]([C:11]3[CH:21]=[CH:20][C:14]([C:15]([O:17]CC)=O)=[CH:13][CH:12]=3)[CH2:6][CH2:5]2)[CH2:3][CH2:2]1.[CH3:22][O:23][C:24]1[CH:25]=[C:26]([CH2:32][CH2:33][C:34]2[CH:35]=[C:36]([NH2:39])[NH:37][N:38]=2)[CH:27]=[C:28]([O:30][CH3:31])[CH:29]=1.C[Al](C)C.C(Cl)Cl.CCOCC. The catalyst is C1(C)C=CC=CC=1. (7) The reactants are [NH:1]1[CH:5]=[CH:4][N:3]=[CH:2]1.C(N(CC)CC)C.[CH3:13][N:14]([CH3:19])[S:15](Cl)(=[O:17])=[O:16]. The catalyst is C1(C)C=CC=CC=1. The product is [CH3:13][N:14]([CH3:19])[S:15]([N:1]1[CH:5]=[CH:4][N:3]=[CH:2]1)(=[O:17])=[O:16]. The yield is 0.980.